Dataset: Reaction yield outcomes from USPTO patents with 853,638 reactions. Task: Predict the reaction yield, written as a fraction of the theoretical maximum amount of product (1.0 means a 100% yield; for example, 0.34 means a 34% yield). The reactants are [OH-].[Na+].[C:3]([O:7][C:8](=[O:30])[N:9]([CH2:13][C:14]1[CH:19]=[CH:18][C:17]([Cl:20])=[C:16]([C:21](C)(C)[O:22][SiH2]C(C)(C)C)[CH:15]=1)[CH:10]1[CH2:12][CH2:11]1)([CH3:6])([CH3:5])[CH3:4]. The catalyst is CO. The product is [C:3]([O:7][C:8](=[O:30])[N:9]([CH2:13][C:14]1[CH:19]=[CH:18][C:17]([Cl:20])=[C:16]([CH2:21][OH:22])[CH:15]=1)[CH:10]1[CH2:12][CH2:11]1)([CH3:6])([CH3:4])[CH3:5]. The yield is 1.00.